From a dataset of Forward reaction prediction with 1.9M reactions from USPTO patents (1976-2016). Predict the product of the given reaction. (1) The product is: [Cl:1][C:2]1[CH:7]=[CH:6][N:5]2[CH:14]=[CH:15][N:8]=[C:4]2[CH:3]=1. Given the reactants [Cl:1][C:2]1[CH:7]=[CH:6][N:5]=[C:4]([NH2:8])[CH:3]=1.C([O-])(O)=O.[Na+].[CH3:14][CH2:15]O, predict the reaction product. (2) Given the reactants Cl.[NH2:2][CH:3]([C:13]1[CH:18]=[CH:17][N:16]=[C:15]([F:19])[CH:14]=1)[C:4]([C:6]1[CH:11]=[CH:10][C:9]([F:12])=[CH:8][CH:7]=1)=O.ClC1C=C(C2[NH:28][C:29](=[S:39])NC=2C2C=CC(F)=CC=2)C=CN=1, predict the reaction product. The product is: [F:12][C:9]1[CH:10]=[CH:11][C:6]([C:4]2[NH:28][C:29](=[S:39])[NH:2][C:3]=2[C:13]2[CH:18]=[CH:17][N:16]=[C:15]([F:19])[CH:14]=2)=[CH:7][CH:8]=1. (3) Given the reactants Cl[C:2]1[N:7]=[N:6][C:5]([C:8]#[N:9])=[CH:4][CH:3]=1.[N-:10]=[N+:11]=[N-:12].[Na+].CS(C)=O, predict the reaction product. The product is: [N:10]1[N:11]=[N:12][N:7]2[C:2]=1[CH:3]=[CH:4][C:5]([C:8]#[N:9])=[N:6]2. (4) Given the reactants [CH3:1][C:2]1[N:3]=[C:4]([C:10]2[CH:15]=[CH:14][C:13]([CH3:16])=[CH:12][CH:11]=2)[S:5][C:6]=1[C:7]([OH:9])=O.[CH3:17][N:18]([CH3:34])[C:19](=[O:33])[C@H:20]([C:26]1[CH:31]=[CH:30][C:29](O)=[CH:28][CH:27]=1)[CH2:21][C:22]([O:24]C)=[O:23].[N:35]#[S:36][Cl:37].C(=O)([O-])[O-].[Cs+].[Cs+].[OH-].[Na+], predict the reaction product. The product is: [N:35]#[S:36][Cl:37].[CH3:34][N:18]([CH3:17])[C:19](=[O:33])[C@H:20]([C:26]1[CH:27]=[CH:28][C:29]([O:9][CH2:7][C:6]2[S:5][C:4]([C:10]3[CH:15]=[CH:14][C:13]([CH3:16])=[CH:12][CH:11]=3)=[N:3][C:2]=2[CH3:1])=[CH:30][CH:31]=1)[CH2:21][C:22]([OH:24])=[O:23]. (5) Given the reactants [C:1]([O:5][C:6]([N:8]1[CH2:20][C@@H:19]([CH3:21])[N:18]2[C@H:10]([CH2:11][C:12]3[C:17]2=[N:16][C:15](Br)=[CH:14][CH:13]=3)[CH2:9]1)=[O:7])([CH3:4])([CH3:3])[CH3:2].[C:23]([O:27][CH2:28][CH3:29])(=[O:26])[CH:24]=[CH2:25].C([O-])(=O)C.[Na+].C1(C)C=CC=CC=1P(C1C=CC=CC=1C)C1C=CC=CC=1C.C(=O)(O)[O-].[Na+], predict the reaction product. The product is: [C:1]([O:5][C:6]([N:8]1[CH2:20][C@@H:19]([CH3:21])[N:18]2[C@H:10]([CH2:11][C:12]3[C:17]2=[N:16][C:15]([CH:25]=[CH:24][C:23]([O:27][CH2:28][CH3:29])=[O:26])=[CH:14][CH:13]=3)[CH2:9]1)=[O:7])([CH3:4])([CH3:3])[CH3:2]. (6) Given the reactants C(O)(=O)C.Cl.[O:6]1[CH2:10][CH2:9][CH:8]([NH:11][NH2:12])[CH2:7]1.[CH:13](=O)[C:14]([CH3:16])=[O:15].[Na+].[Cl-], predict the reaction product. The product is: [O:6]1[CH2:10][CH2:9][CH:8]([NH:11][N:12]=[CH:13][C:14](=[O:15])[CH3:16])[CH2:7]1. (7) Given the reactants [CH3:1][C:2]1[CH:7]=[CH:6][CH:5]=[CH:4][C:3]=1[C:8]1[C:9]2[CH:16]=[C:15]([CH2:17][O:18][C:19]3[CH:24]=[CH:23][C:22]([CH:25]([C:31]#[C:32][CH3:33])[CH2:26][C:27]([O:29]C)=[O:28])=[CH:21][CH:20]=3)[CH:14]=[CH:13][C:10]=2[S:11][CH:12]=1.[OH-].[Na+].C(O)(=O)CC(CC(O)=O)(C(O)=O)O, predict the reaction product. The product is: [CH3:1][C:2]1[CH:7]=[CH:6][CH:5]=[CH:4][C:3]=1[C:8]1[C:9]2[CH:16]=[C:15]([CH2:17][O:18][C:19]3[CH:20]=[CH:21][C:22]([CH:25]([C:31]#[C:32][CH3:33])[CH2:26][C:27]([OH:29])=[O:28])=[CH:23][CH:24]=3)[CH:14]=[CH:13][C:10]=2[S:11][CH:12]=1.